This data is from Catalyst prediction with 721,799 reactions and 888 catalyst types from USPTO. The task is: Predict which catalyst facilitates the given reaction. (1) Reactant: [OH:1][N:2]1[C:6](=[O:7])[C:5]2=[CH:8][CH:9]=[CH:10][CH:11]=[C:4]2[C:3]1=[O:12].C(N(CC)CC)C.Cl[CH2:21][C:22]1[N:23]([CH2:36][CH2:37][CH2:38][CH2:39][NH:40][C:41](=[O:48])[C:42]2[CH:47]=[CH:46][CH:45]=[CH:44][CH:43]=2)[C:24]2[C:29]([CH3:30])=[C:28]([CH3:31])[N:27]3[N:32]=[N:33][N:34]=[C:26]3[C:25]=2[N:35]=1. Product: [O:7]=[C:6]1[C:5]2[C:4](=[CH:11][CH:10]=[CH:9][CH:8]=2)[C:3](=[O:12])[N:2]1[O:1][CH2:21][C:22]1[N:23]([CH2:36][CH2:37][CH2:38][CH2:39][NH:40][C:41](=[O:48])[C:42]2[CH:43]=[CH:44][CH:45]=[CH:46][CH:47]=2)[C:24]2[C:29]([CH3:30])=[C:28]([CH3:31])[N:27]3[N:32]=[N:33][N:34]=[C:26]3[C:25]=2[N:35]=1. The catalyst class is: 3. (2) Reactant: ClCCl.C(=O)([O-])[O-].[K+].[K+].[CH2:10]([CH:12]1[O:17][C:16]2[CH:18]=[C:19](B3OC(C)(C)C(C)(C)O3)[CH:20]=[CH:21][C:15]=2[NH:14][CH2:13]1)[CH3:11].Br[C:32]1[CH:33]=[N:34][C:35]([N:38]2[CH2:42][CH2:41][CH:40]([CH2:43][C:44]([O:46][C:47]([CH3:50])([CH3:49])[CH3:48])=[O:45])[CH2:39]2)=[N:36][CH:37]=1. Product: [CH2:10]([CH:12]1[O:17][C:16]2[CH:18]=[C:19]([C:32]3[CH:33]=[N:34][C:35]([N:38]4[CH2:42][CH2:41][CH:40]([CH2:43][C:44]([O:46][C:47]([CH3:50])([CH3:49])[CH3:48])=[O:45])[CH2:39]4)=[N:36][CH:37]=3)[CH:20]=[CH:21][C:15]=2[NH:14][CH2:13]1)[CH3:11]. The catalyst class is: 127. (3) Reactant: Cl.[NH2:2][C@H:3]1[CH2:6][C@H:5]([N:7]2[C:11]3=[N:12][CH:13]=[C:14]([F:16])[CH:15]=[C:10]3[N:9]([CH3:17])[C:8]2=[O:18])[CH2:4]1.Cl[C:20]1[S:21][C:22]2[CH:28]=[C:27]([F:29])[CH:26]=[CH:25][C:23]=2[N:24]=1.C(N(CC)C(C)C)(C)C. Product: [F:16][C:14]1[CH:15]=[C:10]2[N:9]([CH3:17])[C:8](=[O:18])[N:7]([C@H:5]3[CH2:6][C@H:3]([NH:2][C:20]4[S:21][C:22]5[CH:28]=[C:27]([F:29])[CH:26]=[CH:25][C:23]=5[N:24]=4)[CH2:4]3)[C:11]2=[N:12][CH:13]=1. The catalyst class is: 58. (4) Reactant: [Br:1][C:2]1[CH:3]=[CH:4][C:5]2[O:14][C:13]3[C:12](=[O:15])[CH2:11][CH:10]([C:16]4[CH:21]=[CH:20][CH:19]=[CH:18][CH:17]=4)[NH:9][C:8]=3[C:6]=2[CH:7]=1. Product: [OH:15][C:12]1[CH:11]=[C:10]([C:16]2[CH:17]=[CH:18][CH:19]=[CH:20][CH:21]=2)[N:9]=[C:8]2[C:6]3[CH:7]=[C:2]([Br:1])[CH:3]=[CH:4][C:5]=3[O:14][C:13]=12. The catalyst class is: 12. (5) Reactant: O=P12OP3(OP(OP(O3)(O1)=O)(=O)O2)=O.[OH:15][CH:16]([C:33]1[CH:38]=[CH:37][CH:36]=[CH:35][C:34]=1[O:39][CH3:40])[CH2:17][O:18][C:19]1[CH:32]=[CH:31][C:22]([CH2:23][CH:24]2[S:28][C:27](=[O:29])[NH:26][C:25]2=[O:30])=[CH:21][CH:20]=1.CS(C)=O.C([O-])(O)=O.[Na+]. Product: [CH3:40][O:39][C:34]1[CH:35]=[CH:36][CH:37]=[CH:38][C:33]=1[C:16](=[O:15])[CH2:17][O:18][C:19]1[CH:32]=[CH:31][C:22]([CH2:23][CH:24]2[S:28][C:27](=[O:29])[NH:26][C:25]2=[O:30])=[CH:21][CH:20]=1. The catalyst class is: 2. (6) Reactant: [OH:1][C@@H:2]([CH2:13][NH:14][S:15]([C:18]1[CH:23]=[CH:22][CH:21]=[CH:20][N:19]=1)(=[O:17])=[O:16])[C@@H:3]([NH:5]C(=O)OC(C)(C)C)[CH3:4].O[C@H](CNS(C1C=CC=CN=1)(=O)=O)[C@@H](NC(=O)OC(C)(C)C)C.Cl.[C:48](=[O:81])(OC1C=CC([N+]([O-])=O)=CC=1)[O:49][C@H:50]([CH2:55][N:56]1[CH:60]=[CH:59][C:58]([C:61]2[CH:66]=[CH:65][C:64]([C:67]([F:70])([F:69])[F:68])=[CH:63][CH:62]=2)=[N:57]1)[C:51]([CH3:54])([CH3:53])[CH3:52].C(N(C(C)C)CC)(C)C.C(=O)(O)[O-].[Na+]. Product: [OH:1][C@@H:2]([CH2:13][NH:14][S:15]([C:18]1[CH:23]=[CH:22][CH:21]=[CH:20][N:19]=1)(=[O:17])=[O:16])[C@@H:3]([NH:5][C:48](=[O:81])[O:49][C@H:50]([CH2:55][N:56]1[CH:60]=[CH:59][C:58]([C:61]2[CH:66]=[CH:65][C:64]([C:67]([F:70])([F:68])[F:69])=[CH:63][CH:62]=2)=[N:57]1)[C:51]([CH3:53])([CH3:54])[CH3:52])[CH3:4]. The catalyst class is: 472. (7) Reactant: [Br:1][C:2]1[C:3](Cl)=[N:4][CH:5]=[CH:6][CH:7]=1.O.[NH2:10][NH2:11]. Product: [Br:1][C:2]1[C:3]([NH:10][NH2:11])=[N:4][CH:5]=[CH:6][CH:7]=1. The catalyst class is: 1. (8) Reactant: [NH2:1][C:2]1[C:7]2[C:8]([C:11]3[CH:16]=[CH:15][C:14]([NH:17][C:18]([C:20]4[N:21]([CH3:29])[C:22]5[C:27]([CH:28]=4)=[CH:26][CH:25]=[CH:24][CH:23]=5)=[O:19])=[C:13]([O:30][CH3:31])[CH:12]=3)=[CH:9][S:10][C:6]=2[C:5]([C:32]#[N:33])=[CH:4][N:3]=1.C(=O)([O-])[O-:35].[K+].[K+].OO. Product: [NH2:1][C:2]1[C:7]2[C:8]([C:11]3[CH:16]=[CH:15][C:14]([NH:17][C:18]([C:20]4[N:21]([CH3:29])[C:22]5[C:27]([CH:28]=4)=[CH:26][CH:25]=[CH:24][CH:23]=5)=[O:19])=[C:13]([O:30][CH3:31])[CH:12]=3)=[CH:9][S:10][C:6]=2[C:5]([C:32]([NH2:33])=[O:35])=[CH:4][N:3]=1. The catalyst class is: 16. (9) Reactant: C[Si](C)(C)O[Si](C)(C)C.O=P12OP3(OP(OP(O3)(O1)=O)(=O)O2)=O.[Br:24][C:25]1[CH:30]=[CH:29][C:28]([NH:31][C:32](=O)[CH2:33][CH:34]2[CH2:39][CH2:38][N:37](C(OC(C)(C)C)=O)[CH2:36][CH2:35]2)=[C:27]([OH:48])[CH:26]=1.O. Product: [Br:24][C:25]1[CH:30]=[CH:29][C:28]2[N:31]=[C:32]([CH2:33][CH:34]3[CH2:35][CH2:36][NH:37][CH2:38][CH2:39]3)[O:48][C:27]=2[CH:26]=1. The catalyst class is: 26. (10) Reactant: [CH2:1]([C:4]1[C:14]2[O:13][CH2:12][CH2:11][N:10](C(OC(C)(C)C)=O)[CH2:9][C:8]=2[CH:7]=[CH:6][CH:5]=1)[CH2:2][CH3:3].C(OCC)(=O)C.[ClH:28]. Product: [ClH:28].[CH2:1]([C:4]1[C:14]2[O:13][CH2:12][CH2:11][NH:10][CH2:9][C:8]=2[CH:7]=[CH:6][CH:5]=1)[CH2:2][CH3:3]. The catalyst class is: 13.